Dataset: Peptide-MHC class II binding affinity with 134,281 pairs from IEDB. Task: Regression. Given a peptide amino acid sequence and an MHC pseudo amino acid sequence, predict their binding affinity value. This is MHC class II binding data. (1) The peptide sequence is IRDKVQKEYALFYKLDVV. The MHC is DRB1_0301 with pseudo-sequence DRB1_0301. The binding affinity (normalized) is 0.623. (2) The MHC is HLA-DQA10101-DQB10501 with pseudo-sequence HLA-DQA10101-DQB10501. The peptide sequence is ATAAAAAAVDRGDPP. The binding affinity (normalized) is 0.159.